From a dataset of Catalyst prediction with 721,799 reactions and 888 catalyst types from USPTO. Predict which catalyst facilitates the given reaction. (1) Reactant: Br[CH2:2][C:3]1[N:4]([CH3:22])[C:5](=[O:21])[C:6]2[C:11]([C:12]=1[C:13]1[CH:18]=[CH:17][CH:16]=[CH:15][CH:14]=1)=[CH:10][C:9]([O:19][CH3:20])=[CH:8][CH:7]=2.[OH:23][CH2:24][CH2:25][SH:26].C(=O)([O-])[O-].[Cs+].[Cs+]. Product: [OH:23][CH2:24][CH2:25][S:26][CH2:2][C:3]1[N:4]([CH3:22])[C:5](=[O:21])[C:6]2[C:11]([C:12]=1[C:13]1[CH:18]=[CH:17][CH:16]=[CH:15][CH:14]=1)=[CH:10][C:9]([O:19][CH3:20])=[CH:8][CH:7]=2. The catalyst class is: 9. (2) Reactant: [Br:1][C:2]1[C:3]([CH3:11])=[CH:4][C:5]([C:8]([OH:10])=O)=[N:6][CH:7]=1.Cl.[CH3:13][O:14][C:15]1[CH:28]=[CH:27][C:18]([C:19]([CH:21]2[CH2:26][CH2:25][NH:24][CH2:23][CH2:22]2)=[O:20])=[CH:17][CH:16]=1.C(N(CC)CC)C.CN(C(ON1N=NC2C=CC=NC1=2)=[N+](C)C)C.F[P-](F)(F)(F)(F)F. Product: [CH3:13][O:14][C:15]1[CH:16]=[CH:17][C:18]([C:19]([CH:21]2[CH2:26][CH2:25][N:24]([C:8]([C:5]3[CH:4]=[C:3]([CH3:11])[C:2]([Br:1])=[CH:7][N:6]=3)=[O:10])[CH2:23][CH2:22]2)=[O:20])=[CH:27][CH:28]=1. The catalyst class is: 9. (3) Reactant: C[O:2][C:3]([C:5]1[CH:9]=[CH:8][O:7][C:6]=1[CH2:10][O:11][C:12]1[CH:17]=[CH:16][CH:15]=[CH:14][C:13]=1[CH:18]1[N:22]([C:23](=[O:33])[C:24]2[C:29]([F:30])=[CH:28][C:27]([F:31])=[CH:26][C:25]=2[F:32])[N:21]=[C:20]([C:34]2[CH:39]=[CH:38][C:37]([F:40])=[CH:36][CH:35]=2)[S:19]1)=[O:4].[Li+].[OH-].Cl. Product: [F:40][C:37]1[CH:36]=[CH:35][C:34]([C:20]2[S:19][CH:18]([C:13]3[CH:14]=[CH:15][CH:16]=[CH:17][C:12]=3[O:11][CH2:10][C:6]3[O:7][CH:8]=[CH:9][C:5]=3[C:3]([OH:4])=[O:2])[N:22]([C:23](=[O:33])[C:24]3[C:29]([F:30])=[CH:28][C:27]([F:31])=[CH:26][C:25]=3[F:32])[N:21]=2)=[CH:39][CH:38]=1. The catalyst class is: 87. (4) Reactant: [NH2:1][C:2]([CH2:21][CH2:22][C:23]([O:25][C:26]([CH3:29])([CH3:28])[CH3:27])=[O:24])([CH2:12][CH2:13][C:14]([O:16][C:17]([CH3:20])([CH3:19])[CH3:18])=[O:15])[CH2:3][CH2:4][C:5]([O:7][C:8]([CH3:11])([CH3:10])[CH3:9])=[O:6].[Br:30][CH2:31][C:32](Br)=[O:33].CCN(CC)CC. Product: [Br:30][CH2:31][C:32]([NH:1][C:2]([CH2:12][CH2:13][C:14]([O:16][C:17]([CH3:18])([CH3:19])[CH3:20])=[O:15])([CH2:3][CH2:4][C:5]([O:7][C:8]([CH3:11])([CH3:9])[CH3:10])=[O:6])[CH2:21][CH2:22][C:23]([O:25][C:26]([CH3:29])([CH3:28])[CH3:27])=[O:24])=[O:33]. The catalyst class is: 2. (5) Reactant: [CH3:1][C:2]1[CH:3]=[CH:4][C:5]([C:21]([NH:23][C:24]2[CH:25]=[C:26]([C:36]([F:39])([F:38])[F:37])[CH:27]=[C:28]([N:30]3[CH:34]=[N:33][C:32]([CH3:35])=[CH:31]3)[CH:29]=2)=[O:22])=[CH:6][C:7]=1[NH:8][C:9]1[N:10]=[CH:11][CH:12]=[C:13]([C:15]2[CH:16]=[CH:17][CH:18]=[N:19][CH:20]=2)[N:14]=1.[C:40]([OH:52])(=[O:51])[CH2:41][C:42]([CH2:47][C:48]([OH:50])=[O:49])([C:44]([OH:46])=[O:45])[OH:43]. Product: [CH3:1][C:2]1[CH:3]=[CH:4][C:5]([C:21]([NH:23][C:24]2[CH:25]=[C:26]([C:36]([F:38])([F:39])[F:37])[CH:27]=[C:28]([N:30]3[CH:34]=[N:33][C:32]([CH3:35])=[CH:31]3)[CH:29]=2)=[O:22])=[CH:6][C:7]=1[NH:8][C:9]1[N:10]=[CH:11][CH:12]=[C:13]([C:15]2[CH:16]=[CH:17][CH:18]=[N:19][CH:20]=2)[N:14]=1.[C:40]([O-:52])(=[O:51])[CH2:41][C:42]([CH2:47][C:48]([O-:50])=[O:49])([C:44]([O-:46])=[O:45])[OH:43]. The catalyst class is: 237. (6) Reactant: [F:1][C@@H:2]1[C@H:6]([OH:7])[C@@H:5]([CH2:8][OH:9])[O:4][C@H:3]1[N:10]1[CH:17]=[CH:16][C:14](=[O:15])[NH:13][C:11]1=[O:12].[CH3:18][O:19][C:20]1[CH:41]=[CH:40][C:23]([C:24](Cl)([C:33]2[CH:38]=[CH:37][CH:36]=[CH:35][CH:34]=2)[C:25]2[CH:30]=[CH:29][C:28]([O:31][CH3:32])=[CH:27][CH:26]=2)=[CH:22][CH:21]=1.C(OCC)(=O)C.O. Product: [CH3:32][O:31][C:28]1[CH:27]=[CH:26][C:25]([C:24]([O:9][CH2:8][C@H:5]2[O:4][C@@H:3]([N:10]3[CH:17]=[CH:16][C:14](=[O:15])[NH:13][C:11]3=[O:12])[C@H:2]([F:1])[C@@H:6]2[OH:7])([C:33]2[CH:34]=[CH:35][CH:36]=[CH:37][CH:38]=2)[C:23]2[CH:40]=[CH:41][C:20]([O:19][CH3:18])=[CH:21][CH:22]=2)=[CH:30][CH:29]=1. The catalyst class is: 17. (7) Reactant: [CH3:1][Si:2]([CH3:24])([CH3:23])[C:3]1[CH:4]=[C:5]2[C:9](=[CH:10][CH:11]=1)[N:8]([CH2:12][C:13]1[CH:18]=[CH:17][CH:16]=[C:15]([F:19])[CH:14]=1)[C:7]([C:20](O)=[O:21])=[CH:6]2.[NH2:25][C:26]1[CH:27]=[N:28][C:29]([N:32]([CH3:34])[CH3:33])=[CH:30][CH:31]=1.Cl.CN(C)CCCN=C=NCC.ON1C2C=CC=CC=2N=N1. Product: [CH3:33][N:32]([CH3:34])[C:29]1[N:28]=[CH:27][C:26]([NH:25][C:20]([C:7]2[N:8]([CH2:12][C:13]3[CH:18]=[CH:17][CH:16]=[C:15]([F:19])[CH:14]=3)[C:9]3[C:5]([CH:6]=2)=[CH:4][C:3]([Si:2]([CH3:23])([CH3:24])[CH3:1])=[CH:11][CH:10]=3)=[O:21])=[CH:31][CH:30]=1. The catalyst class is: 9. (8) The catalyst class is: 12. Product: [ClH:36].[CH3:1][O:2][CH2:3][C@@H:4]([NH:12][C:13](=[O:35])[C@@H:14]([NH2:27])[C:15]1[CH:16]=[CH:17][C:18]([C:21]2[CH:26]=[CH:25][CH:24]=[CH:23][CH:22]=2)=[CH:19][CH:20]=1)[CH2:5][C:6]1[CH:7]=[CH:8][CH:9]=[CH:10][CH:11]=1. Reactant: [CH3:1][O:2][CH2:3][C@@H:4]([NH:12][C:13](=[O:35])[C@@H:14]([NH:27]C(OC(C)(C)C)=O)[C:15]1[CH:20]=[CH:19][C:18]([C:21]2[CH:26]=[CH:25][CH:24]=[CH:23][CH:22]=2)=[CH:17][CH:16]=1)[CH2:5][C:6]1[CH:11]=[CH:10][CH:9]=[CH:8][CH:7]=1.[ClH:36]. (9) Reactant: [N:1]1([C:7]2[CH:25]=[CH:24][C:10]([C:11]([N:13]3[C:19]4[CH:20]=[CH:21][CH:22]=[CH:23][C:18]=4[CH2:17][CH2:16][CH2:15][CH2:14]3)=[O:12])=[C:9]([Cl:26])[CH:8]=2)[CH2:6][CH2:5][NH:4][CH2:3][CH2:2]1.C=O.N1C2C=CC=CC=2CCC[CH2:30]1.[Na].[Na]. Product: [CH3:30][N:4]1[CH2:5][CH2:6][N:1]([C:7]2[CH:25]=[CH:24][C:10]([C:11]([N:13]3[C:19]4[CH:20]=[CH:21][CH:22]=[CH:23][C:18]=4[CH2:17][CH2:16][CH2:15][CH2:14]3)=[O:12])=[C:9]([Cl:26])[CH:8]=2)[CH2:2][CH2:3]1. The catalyst class is: 13. (10) Reactant: [CH2:1]([O:3][C:4]([C:6]1[C:7]([CH2:18][OH:19])=[C:8]2[C:13](Cl)=[C:12]([C:15]#[N:16])[CH:11]=[N:10][N:9]2[CH:17]=1)=[O:5])[CH3:2].[O:20]([C:27]1[CH:33]=[CH:32][C:30]([NH2:31])=[CH:29][CH:28]=1)[C:21]1[CH:26]=[CH:25][CH:24]=[CH:23][CH:22]=1.C(N(CC)CC)C. Product: [CH2:1]([O:3][C:4]([C:6]1[C:7]([CH2:18][OH:19])=[C:8]2[C:13]([NH:31][C:30]3[CH:29]=[CH:28][C:27]([O:20][C:21]4[CH:26]=[CH:25][CH:24]=[CH:23][CH:22]=4)=[CH:33][CH:32]=3)=[C:12]([C:15]#[N:16])[CH:11]=[N:10][N:9]2[CH:17]=1)=[O:5])[CH3:2]. The catalyst class is: 1.